Dataset: Forward reaction prediction with 1.9M reactions from USPTO patents (1976-2016). Task: Predict the product of the given reaction. Given the reactants [NH2:1][C:2]1[CH:3]=[C:4]([C:8]2[C:16]([C:17]3[CH:22]=[CH:21][N:20]=[C:19]([NH:23][C:24]4[CH:29]=[CH:28][CH:27]=[C:26](F)[CH:25]=4)[N:18]=3)=[C:11]3[CH:12]=[CH:13][CH:14]=[CH:15][N:10]3[N:9]=2)[CH:5]=[CH:6][CH:7]=1.CN1[C:36]([C:37](Cl)=[O:38])=[CH:35]N=C1, predict the reaction product. The product is: [CH2:15]1[C:26]2[C:27](=[CH:28][CH:29]=[C:24]([NH:23][C:19]3[N:18]=[C:17]([C:16]4[C:8]([C:4]5[CH:3]=[C:2]([NH:1][C:37](=[O:38])[C:36]6[CH:35]=[CH:6][CH:7]=[CH:2][CH:3]=6)[CH:7]=[CH:6][CH:5]=5)=[N:9][N:10]5[CH:15]=[CH:14][CH:13]=[CH:12][C:11]=45)[CH:22]=[CH:21][N:20]=3)[CH:25]=2)[CH2:12][CH2:11][NH:10]1.